This data is from Forward reaction prediction with 1.9M reactions from USPTO patents (1976-2016). The task is: Predict the product of the given reaction. (1) Given the reactants C(O[C:6](=O)[NH:7][C:8]1[CH:13]=[CH:12][C:11]([C:14]2[N:19]3[N:20]=[C:21]([NH:23][C:24]([CH:26]4[CH2:28][CH2:27]4)=[O:25])[N:22]=[C:18]3[CH:17]=[CH:16][CH:15]=2)=[CH:10][CH:9]=1)(C)(C)C.FC(F)(F)C(O)=O, predict the reaction product. The product is: [CH3:6][NH:7][C:8]1[CH:13]=[CH:12][C:11]([C:14]2[N:19]3[N:20]=[C:21]([NH:23][C:24]([CH:26]4[CH2:28][CH2:27]4)=[O:25])[N:22]=[C:18]3[CH:17]=[CH:16][CH:15]=2)=[CH:10][CH:9]=1. (2) Given the reactants Cl[C:2]1[C:7]([C:8]#[N:9])=[CH:6][CH:5]=[CH:4][N:3]=1.[N:10]1([C:16]([O:18][C:19]([CH3:22])([CH3:21])[CH3:20])=[O:17])[CH2:15][CH2:14][NH:13][CH2:12][CH2:11]1.C(N(CC)CC)C, predict the reaction product. The product is: [C:8]([C:7]1[C:2]([N:13]2[CH2:12][CH2:11][N:10]([C:16]([O:18][C:19]([CH3:22])([CH3:21])[CH3:20])=[O:17])[CH2:15][CH2:14]2)=[N:3][CH:4]=[CH:5][CH:6]=1)#[N:9]. (3) Given the reactants [CH2:1]([N:8]1[CH2:17][CH2:16][C:15]2[C:14]([C:18]([NH:20][C@@H:21]([CH2:39][C:40]3[CH:45]=[C:44]([F:46])[CH:43]=[C:42]([F:47])[CH:41]=3)[C@H:22]([OH:38])[CH2:23][NH:24][C:25]3([C:28]4[CH:33]=[CH:32][CH:31]=[C:30]([C:34]([F:37])([F:36])[F:35])[CH:29]=4)[CH2:27][CH2:26]3)=[O:19])=[CH:13][CH:12]=[CH:11][C:10]=2[C:9]1=[O:48])[C:2]1[CH:7]=[CH:6][CH:5]=[CH:4][CH:3]=1.[ClH:49], predict the reaction product. The product is: [ClH:49].[CH2:1]([N:8]1[CH2:17][CH2:16][C:15]2[C:14]([C:18]([NH:20][C@@H:21]([CH2:39][C:40]3[CH:41]=[C:42]([F:47])[CH:43]=[C:44]([F:46])[CH:45]=3)[C@H:22]([OH:38])[CH2:23][NH:24][C:25]3([C:28]4[CH:33]=[CH:32][CH:31]=[C:30]([C:34]([F:35])([F:37])[F:36])[CH:29]=4)[CH2:27][CH2:26]3)=[O:19])=[CH:13][CH:12]=[CH:11][C:10]=2[C:9]1=[O:48])[C:2]1[CH:3]=[CH:4][CH:5]=[CH:6][CH:7]=1. (4) Given the reactants [NH2:1][C:2]1[CH:11]=[CH:10][CH:9]=[C:8]2[C:3]=1[CH:4]=[CH:5][N:6]([C@H:13]([CH2:18][O:19][Si:20]([C:23]([CH3:26])([CH3:25])[CH3:24])([CH3:22])[CH3:21])[C:14]([O:16][CH3:17])=[O:15])[C:7]2=[O:12].[Cl:27][C:28]1[CH:29]=[C:30]([CH:35]([CH3:39])[C:36](O)=[O:37])[CH:31]=[CH:32][C:33]=1[Cl:34].F[P-](F)(F)(F)(F)F.C[N+](C)=C(N(C)C)ON1C2N=CC=CC=2N=N1.C(N(CC)C(C)C)(C)C.CN(C)C=O, predict the reaction product. The product is: [Si:20]([O:19][CH2:18][C@@H:13]([N:6]1[CH:5]=[CH:4][C:3]2[C:8](=[CH:9][CH:10]=[CH:11][C:2]=2[NH:1][C:36](=[O:37])[CH:35]([C:30]2[CH:31]=[CH:32][C:33]([Cl:34])=[C:28]([Cl:27])[CH:29]=2)[CH3:39])[C:7]1=[O:12])[C:14]([O:16][CH3:17])=[O:15])([C:23]([CH3:26])([CH3:25])[CH3:24])([CH3:22])[CH3:21]. (5) Given the reactants [C:1]([C:4]1[CH:12]=[C:11]2[C:7]([C:8]3[C:16]([CH3:17])=[C:15]([CH2:18][CH2:19][C:20]([O:22][CH2:23]C)=[O:21])[C:14]([CH3:25])=[N:13][C:9]=3[NH:10]2)=[CH:6][CH:5]=1)([OH:3])=[O:2].S(=O)(=O)(O)O.[CH3:31]O, predict the reaction product. The product is: [CH3:25][C:14]1[C:15]([CH2:18][CH2:19][C:20]([O:22][CH3:23])=[O:21])=[C:16]([CH3:17])[C:8]2[C:7]3[C:11](=[CH:12][C:4]([C:1]([O:3][CH3:31])=[O:2])=[CH:5][CH:6]=3)[NH:10][C:9]=2[N:13]=1. (6) Given the reactants [Cl:1][C:2]1[N:3]=[C:4](Cl)[C:5]2[C:10]([I:11])=[CH:9][N:8]([CH2:12][O:13][CH2:14][CH2:15][Si:16]([CH3:19])([CH3:18])[CH3:17])[C:6]=2[N:7]=1.[OH:21][CH:22]1[CH2:25][CH:24]([C:26]#[N:27])[CH2:23]1.CC([O-])(C)C.[Na+], predict the reaction product. The product is: [Cl:1][C:2]1[N:3]=[C:4]([O:21][CH:22]2[CH2:25][CH:24]([C:26]#[N:27])[CH2:23]2)[C:5]2[C:10]([I:11])=[CH:9][N:8]([CH2:12][O:13][CH2:14][CH2:15][Si:16]([CH3:19])([CH3:18])[CH3:17])[C:6]=2[N:7]=1. (7) The product is: [CH3:1][C:2]1[C:3]([C:8]2[N:11]=[C:12]([NH2:14])[S:13][CH:9]=2)=[N:4][CH:5]=[CH:6][CH:7]=1. Given the reactants [CH3:1][C:2]1[C:3]([C:8](=O)[CH3:9])=[N:4][CH:5]=[CH:6][CH:7]=1.[NH2:11][C:12]([NH2:14])=[S:13].II.C([O-])(O)=O.[Na+], predict the reaction product.